Task: Predict which catalyst facilitates the given reaction.. Dataset: Catalyst prediction with 721,799 reactions and 888 catalyst types from USPTO (1) Reactant: [Br:1][C:2]1[CH:7]=[CH:6][C:5]([F:8])=[CH:4][C:3]=1[CH3:9].[Br:10]N1C(=O)CCC1=O.C(OOC(=O)C1C=CC=CC=1)(=O)C1C=CC=CC=1. Product: [Br:1][C:2]1[CH:7]=[CH:6][C:5]([F:8])=[CH:4][C:3]=1[CH2:9][Br:10]. The catalyst class is: 53. (2) Reactant: C1([NH2+]C2CCCCC2)CCCCC1.[C:14]([NH:21][C@H:22]([C:35]([O-:37])=[O:36])[CH2:23][CH2:24][CH2:25][CH2:26][NH:27][C:28]([O:30][C:31]([CH3:34])([CH3:33])[CH3:32])=[O:29])([O:16][C:17]([CH3:20])([CH3:19])[CH3:18])=[O:15]. Product: [C:14]([NH:21][C@H:22]([C:35]([OH:37])=[O:36])[CH2:23][CH2:24][CH2:25][CH2:26][NH:27][C:28]([O:30][C:31]([CH3:34])([CH3:33])[CH3:32])=[O:29])([O:16][C:17]([CH3:19])([CH3:18])[CH3:20])=[O:15]. The catalyst class is: 25. (3) Reactant: Cl[C:2]1[C:7]([CH:8]=[O:9])=[C:6]([Cl:10])[N:5]=[C:4]([S:11][CH3:12])[N:3]=1.[F:13][C:14]1[CH:20]=[CH:19][CH:18]=[C:17]([F:21])[C:15]=1[NH2:16].CCN(CC)CC.O. Product: [Cl:10][C:6]1[C:7]([CH:8]=[O:9])=[C:2]([NH:16][C:15]2[C:14]([F:13])=[CH:20][CH:19]=[CH:18][C:17]=2[F:21])[N:3]=[C:4]([S:11][CH3:12])[N:5]=1. The catalyst class is: 22. (4) The catalyst class is: 12. Product: [Cl:33][C:34]1[S:35][C:36]([C:2]2[C:3](=[O:32])[N:4]([CH2:24][CH2:25][C:26]3[CH:31]=[CH:30][CH:29]=[CH:28][CH:27]=3)[C:5]([C:9]3[CH:14]=[CH:13][CH:12]=[C:11]([F:15])[C:10]=3[O:16][CH2:17][C:18]3[CH:23]=[CH:22][CH:21]=[CH:20][CH:19]=3)=[N:6][C:7]=2[CH3:8])=[CH:37][CH:38]=1. Reactant: Br[C:2]1[C:3](=[O:32])[N:4]([CH2:24][CH2:25][C:26]2[CH:31]=[CH:30][CH:29]=[CH:28][CH:27]=2)[C:5]([C:9]2[CH:14]=[CH:13][CH:12]=[C:11]([F:15])[C:10]=2[O:16][CH2:17][C:18]2[CH:23]=[CH:22][CH:21]=[CH:20][CH:19]=2)=[N:6][C:7]=1[CH3:8].[Cl:33][C:34]1[S:35][C:36](Br)=[CH:37][CH:38]=1.C[Sn](C)C.C[Sn](C)C. (5) Reactant: [C:1]([NH:8][C@@H:9]([C:11]([OH:13])=O)[CH3:10])([O:3][C:4]([CH3:7])([CH3:6])[CH3:5])=[O:2].C1[CH:15]=[CH:16][C:17]2[N:22](O)N=N[C:18]=2[CH:19]=1.CCN(C(C)C)C(C)C.C1(N)CCCC1.C(Cl)CCl. Product: [CH:17]1([NH:22][C:11](=[O:13])[C@H:9]([NH:8][C:1](=[O:2])[O:3][C:4]([CH3:5])([CH3:6])[CH3:7])[CH3:10])[CH2:16][CH2:15][CH2:19][CH2:18]1. The catalyst class is: 2. (6) Reactant: Cl[C:2]1C=C(SC2C3C(=CC(C)=CC=3)NC=2CCC(N)=O)C=C(Cl)C=1.[Cl:25][C:26]1[CH:31]=[CH:30][C:29]([S:32][C:33]2[C:41]3[C:36](=[CH:37][CH:38]=[CH:39][C:40]=3[CH3:42])[NH:35][C:34]=2[C:43]([OH:45])=[O:44])=[CH:28][CH:27]=1.C(Cl)(=O)C(Cl)=O.CO. Product: [Cl:25][C:26]1[CH:27]=[CH:28][C:29]([S:32][C:33]2[C:41]3[C:36](=[CH:37][CH:38]=[CH:39][C:40]=3[CH3:42])[NH:35][C:34]=2[C:43]([O:45][CH3:2])=[O:44])=[CH:30][CH:31]=1. The catalyst class is: 1. (7) Reactant: [C:1]([C:4]1[C:9]([CH2:10][CH3:11])=[N:8][CH:7]=[CH:6][N:5]=1)(=[O:3])[CH3:2].[Br:12]Br. Product: [Br:12][CH2:2][C:1]([C:4]1[C:9]([CH2:10][CH3:11])=[N:8][CH:7]=[CH:6][N:5]=1)=[O:3]. The catalyst class is: 22. (8) Reactant: [CH2:1]([O:4][C:5]1[C:6]([CH2:30][CH3:31])=[C:7]([CH2:25][C:26]([O:28][CH3:29])=[O:27])[C:8]([C:15](=[O:24])[C:16]2[CH:21]=[CH:20][CH:19]=[C:18](SC)[CH:17]=2)=[C:9]([O:11][CH2:12][CH:13]=[CH2:14])[CH:10]=1)[CH:2]=[CH2:3].O[O:33][S:34]([O-:36])=O.[K+].[CH3:38]O. Product: [CH2:1]([O:4][C:5]1[C:6]([CH2:30][CH3:31])=[C:7]([CH2:25][C:26]([O:28][CH3:29])=[O:27])[C:8]([C:15](=[O:24])[C:16]2[CH:17]=[CH:18][CH:19]=[C:20]([S:34]([CH3:38])(=[O:36])=[O:33])[CH:21]=2)=[C:9]([O:11][CH2:12][CH:13]=[CH2:14])[CH:10]=1)[CH:2]=[CH2:3]. The catalyst class is: 6. (9) Reactant: [N:1]1[NH:2][CH:3]=[C:4]2[CH2:10][CH2:9][N:8]([C:11]([O:13][C:14]([CH3:17])([CH3:16])[CH3:15])=[O:12])[CH2:7][CH2:6][C:5]=12.[C:18]([C:20]1[CH:25]=[CH:24][C:23](B(O)O)=[CH:22][CH:21]=1)#[N:19].N1C=CC=CC=1. Product: [C:18]([C:20]1[CH:25]=[CH:24][C:23]([N:2]2[CH:3]=[C:4]3[C:5]([CH2:6][CH2:7][N:8]([C:11]([O:13][C:14]([CH3:17])([CH3:16])[CH3:15])=[O:12])[CH2:9][CH2:10]3)=[N:1]2)=[CH:22][CH:21]=1)#[N:19]. The catalyst class is: 221. (10) Reactant: C(O)(=O)C.[CH2:5]([O:12][C:13]1[CH:18]=[CH:17][C:16]([NH:19][C:20]2[C:25]([N+:26]([O-])=O)=[C:24]([CH3:29])[CH:23]=[CH:22][N:21]=2)=[CH:15][CH:14]=1)[C:6]1[CH:11]=[CH:10][CH:9]=[CH:8][CH:7]=1. Product: [CH2:5]([O:12][C:13]1[CH:18]=[CH:17][C:16]([NH:19][C:20]2[C:25]([NH2:26])=[C:24]([CH3:29])[CH:23]=[CH:22][N:21]=2)=[CH:15][CH:14]=1)[C:6]1[CH:11]=[CH:10][CH:9]=[CH:8][CH:7]=1. The catalyst class is: 324.